From a dataset of Reaction yield outcomes from USPTO patents with 853,638 reactions. Predict the reaction yield, written as a fraction of the theoretical maximum amount of product (1.0 means a 100% yield; for example, 0.34 means a 34% yield). (1) The yield is 0.660. The product is [NH2:2][C:1]1[N:21]([C:17]2[CH:18]=[CH:19][CH:20]=[C:15]([C:14]([F:23])([F:24])[F:13])[CH:16]=2)[N:22]=[CH:9][C:3]=1[C:4]([O:6][CH2:7][CH3:8])=[O:5]. The reactants are [C:1]([C:3](=[CH:9]OCC)[C:4]([O:6][CH2:7][CH3:8])=[O:5])#[N:2].[F:13][C:14]([F:24])([F:23])[C:15]1[CH:16]=[C:17]([NH:21][NH2:22])[CH:18]=[CH:19][CH:20]=1. The catalyst is C(O)C. (2) The reactants are [CH3:1][O:2][C:3]1[CH:8]=[CH:7][C:6]([CH2:9][C:10]([OH:12])=O)=[CH:5][CH:4]=1.C(Cl)(=O)C(Cl)=O.[CH3:19][O:20][C:21]1[CH:22]=[C:23]2[C:28](=[CH:29][CH:30]=1)[CH:27]=[N:26][C:25]([NH2:31])=[CH:24]2.CCN(CC)CC. The catalyst is C1COCC1.CN(C=O)C. The product is [CH3:19][O:20][C:21]1[CH:22]=[C:23]2[C:28](=[CH:29][CH:30]=1)[CH:27]=[N:26][C:25]([NH:31][C:10](=[O:12])[CH2:9][C:6]1[CH:5]=[CH:4][C:3]([O:2][CH3:1])=[CH:8][CH:7]=1)=[CH:24]2. The yield is 0.273.